This data is from NCI-60 drug combinations with 297,098 pairs across 59 cell lines. The task is: Regression. Given two drug SMILES strings and cell line genomic features, predict the synergy score measuring deviation from expected non-interaction effect. Drug 2: CC12CCC3C(C1CCC2O)C(CC4=C3C=CC(=C4)O)CCCCCCCCCS(=O)CCCC(C(F)(F)F)(F)F. Drug 1: CC1=CC2C(CCC3(C2CCC3(C(=O)C)OC(=O)C)C)C4(C1=CC(=O)CC4)C. Cell line: HT29. Synergy scores: CSS=-0.798, Synergy_ZIP=-1.85, Synergy_Bliss=-3.29, Synergy_Loewe=-12.8, Synergy_HSA=-4.05.